Dataset: Full USPTO retrosynthesis dataset with 1.9M reactions from patents (1976-2016). Task: Predict the reactants needed to synthesize the given product. (1) Given the product [CH:16]1([N:8]2[C:6]3[N:7]=[C:2]([NH:21][C:22]4[CH:31]=[CH:30][C:25]([C:26]([O:28][CH3:29])=[O:27])=[CH:24][N:23]=4)[N:3]=[CH:4][C:5]=3[CH:10]=[C:9]2[C:11](=[O:12])[N:13]([CH3:15])[CH3:14])[CH2:20][CH2:19][CH2:18][CH2:17]1, predict the reactants needed to synthesize it. The reactants are: Cl[C:2]1[N:3]=[CH:4][C:5]2[CH:10]=[C:9]([C:11]([N:13]([CH3:15])[CH3:14])=[O:12])[N:8]([CH:16]3[CH2:20][CH2:19][CH2:18][CH2:17]3)[C:6]=2[N:7]=1.[NH2:21][C:22]1[CH:31]=[CH:30][C:25]([C:26]([O:28][CH3:29])=[O:27])=[CH:24][N:23]=1. (2) Given the product [CH:13]1([CH2:16][O:17][C:7]2[C:8]([C:22]3[CH:23]=[CH:24][C:19]([F:18])=[CH:20][CH:21]=3)=[CH:9][C:4]([C:3]([NH:28][C@@H:29]3[CH2:34][CH2:33][CH2:32][CH2:31][C@H:30]3[OH:35])=[O:12])=[CH:5][N:6]=2)[CH2:15][CH2:14]1, predict the reactants needed to synthesize it. The reactants are: CO[C:3](=[O:12])[C:4]1[CH:9]=[C:8](Br)[C:7](Cl)=[N:6][CH:5]=1.[CH:13]1([CH2:16][OH:17])[CH2:15][CH2:14]1.[F:18][C:19]1[CH:24]=[CH:23][C:22](B(O)O)=[CH:21][CH:20]=1.[NH2:28][C@@H:29]1[CH2:34][CH2:33][CH2:32][CH2:31][C@H:30]1[OH:35]. (3) Given the product [CH2:1]([S:3]([N:6]1[CH2:7][CH2:8][CH:9]([C:12]2[C:20]3[C:15](=[C:16]([C:29]([NH2:31])=[O:30])[CH:17]=[C:18]([C:21]4[CH:22]=[CH:23][C:24]([CH2:27][N:32]5[CH2:37][CH2:36][O:35][CH2:34][CH2:33]5)=[CH:25][CH:26]=4)[CH:19]=3)[NH:14][CH:13]=2)[CH2:10][CH2:11]1)(=[O:5])=[O:4])[CH3:2], predict the reactants needed to synthesize it. The reactants are: [CH2:1]([S:3]([N:6]1[CH2:11][CH2:10][CH:9]([C:12]2[C:20]3[C:15](=[C:16]([C:29]([NH2:31])=[O:30])[CH:17]=[C:18]([C:21]4[CH:26]=[CH:25][C:24]([CH:27]=O)=[CH:23][CH:22]=4)[CH:19]=3)[NH:14][CH:13]=2)[CH2:8][CH2:7]1)(=[O:5])=[O:4])[CH3:2].[NH:32]1[CH2:37][CH2:36][O:35][CH2:34][CH2:33]1.C(O[BH-](OC(=O)C)OC(=O)C)(=O)C.[Na+]. (4) Given the product [Cl:7][CH:8]=[C:30]1[CH:31]=[CH:32][C:33]2[CH:38]=[CH:37][CH:36]=[CH:35][C:34]=2[O:28][CH2:29]1, predict the reactants needed to synthesize it. The reactants are: C([Li])CCC.[Cl-].[Cl:7][CH2:8][P+](C1C=CC=CC=1)(C1C=CC=CC=1)C1C=CC=CC=1.[O:28]1[C:34]2[CH:35]=[CH:36][CH:37]=[CH:38][C:33]=2[CH:32]=[CH:31][C:30](=O)[CH2:29]1. (5) Given the product [OH:1][C:2]1[C:9]([N+:10]([O-:12])=[O:11])=[CH:8][CH:7]=[CH:6][C:3]=1[CH:4]=[O:5], predict the reactants needed to synthesize it. The reactants are: [OH:1][C:2]1[CH:9]=[CH:8][CH:7]=[CH:6][C:3]=1[CH:4]=[O:5].[N+:10]([O-])([OH:12])=[O:11].O. (6) Given the product [F:25][C:23]1[CH:24]=[C:19]([CH2:18][C@@H:17]([C:12]2[C:11]([C:6]3[CH:7]=[CH:8][C:9]([F:10])=[C:4]([CH:5]=3)[C:1]([NH2:2])=[O:3])=[CH:16][CH:15]=[CH:14][N:13]=2)[NH:27][C:28](=[O:50])[CH2:29][N:30]2[C:38]3[CH2:37][CH2:36][NH:35][CH2:34][C:33]=3[C:32]([C:46]([F:48])([F:47])[F:49])=[N:31]2)[CH:20]=[C:21]([F:26])[CH:22]=1, predict the reactants needed to synthesize it. The reactants are: [C:1]([C:4]1[CH:5]=[C:6]([C:11]2[C:12]([C@@H:17]([NH:27][C:28](=[O:50])[CH2:29][N:30]3[C:38]4[CH2:37][CH2:36][N:35](C(OC(C)(C)C)=O)[CH2:34][C:33]=4[C:32]([C:46]([F:49])([F:48])[F:47])=[N:31]3)[CH2:18][C:19]3[CH:24]=[C:23]([F:25])[CH:22]=[C:21]([F:26])[CH:20]=3)=[N:13][CH:14]=[CH:15][CH:16]=2)[CH:7]=[CH:8][C:9]=1[F:10])(=[O:3])[NH2:2].Cl.C(OCC)C. (7) Given the product [C:3]([NH:7][C:8]([C:10]1[CH:15]=[CH:14][C:13]([Cl:16])=[CH:12][N+:11]=1[O-:1])=[O:9])([CH3:6])([CH3:4])[CH3:5], predict the reactants needed to synthesize it. The reactants are: [OH:1]O.[C:3]([NH:7][C:8]([C:10]1[CH:15]=[CH:14][C:13]([Cl:16])=[CH:12][N:11]=1)=[O:9])([CH3:6])([CH3:5])[CH3:4].[OH-].[Na+]. (8) The reactants are: Cl[C:2]1[N:7]=[C:6]([NH:8][C:9]2[CH:14]=[C:13]([N+:15]([O-])=O)[CH:12]=[CH:11][C:10]=2[CH3:18])[N:5]=[C:4]([C:19]2[CH:20]=[N:21][CH:22]=[CH:23][CH:24]=2)[CH:3]=1.O.C(O)C. Given the product [CH3:18][C:10]1[CH:11]=[CH:12][C:13]([NH2:15])=[CH:14][C:9]=1[NH:8][C:6]1[N:5]=[C:4]([C:19]2[CH:20]=[N:21][CH:22]=[CH:23][CH:24]=2)[CH:3]=[CH:2][N:7]=1, predict the reactants needed to synthesize it. (9) The reactants are: [Cl:1][C:2]1[CH:10]=[C:9]2[C:5]([C:6]([C:11]([N:13]3[CH2:18][CH2:17][C:16]4([C:22]5[CH:23]=[CH:24][C:25]([F:27])=[CH:26][C:21]=5[C:20](=[O:28])[O:19]4)[CH2:15][CH2:14]3)=[O:12])=[CH:7][NH:8]2)=[CH:4][CH:3]=1.[N:29]1[CH:34]=[C:33]([CH2:35]OS(C)(=O)=O)[CH:32]=[N:31][CH:30]=1. Given the product [Cl:1][C:2]1[CH:10]=[C:9]2[C:5]([C:6]([C:11]([N:13]3[CH2:18][CH2:17][C:16]4([C:22]5[CH:23]=[CH:24][C:25]([F:27])=[CH:26][C:21]=5[C:20](=[O:28])[O:19]4)[CH2:15][CH2:14]3)=[O:12])=[CH:7][N:8]2[CH2:35][C:33]2[CH:34]=[N:29][CH:30]=[N:31][CH:32]=2)=[CH:4][CH:3]=1, predict the reactants needed to synthesize it.